From a dataset of Full USPTO retrosynthesis dataset with 1.9M reactions from patents (1976-2016). Predict the reactants needed to synthesize the given product. (1) Given the product [N+:9]([C:5]1[CH:4]=[CH:3][C:2]([N:12]2[CH2:17][CH2:16][CH2:15][CH2:14][CH2:13]2)=[CH:8][C:6]=1[NH2:7])([O-:11])=[O:10], predict the reactants needed to synthesize it. The reactants are: Cl[C:2]1[CH:3]=[CH:4][C:5]([N+:9]([O-:11])=[O:10])=[C:6]([CH:8]=1)[NH2:7].[NH:12]1[CH2:17][CH2:16][CH2:15][CH2:14][CH2:13]1.C([O-])([O-])=O.[K+].[K+]. (2) Given the product [NH2:41][C:37]1[C:38]2[C:33](=[CH:32][C:31]([F:30])=[CH:40][CH:39]=2)[C:34]([C:2]2[N:3]=[C:4]([N:24]3[CH2:29][CH2:28][O:27][CH2:26][CH2:25]3)[C:5]3[S:10][C:9]([CH2:11][N:12]4[CH2:17][CH2:16][N:15]([C:18]([CH3:23])([CH3:22])[C:19]([NH2:21])=[O:20])[CH2:14][CH2:13]4)=[CH:8][C:6]=3[N:7]=2)=[CH:35][N:36]=1, predict the reactants needed to synthesize it. The reactants are: Cl[C:2]1[N:3]=[C:4]([N:24]2[CH2:29][CH2:28][O:27][CH2:26][CH2:25]2)[C:5]2[S:10][C:9]([CH2:11][N:12]3[CH2:17][CH2:16][N:15]([C:18]([CH3:23])([CH3:22])[C:19]([NH2:21])=[O:20])[CH2:14][CH2:13]3)=[CH:8][C:6]=2[N:7]=1.[F:30][C:31]1[CH:32]=[C:33]2[C:38](=[CH:39][CH:40]=1)[C:37]([NH2:41])=[N:36][CH:35]=[C:34]2B1OC(C)(C)C(C)(C)O1. (3) Given the product [CH2:1]([O:3][C:4]([C:6]1[CH:7]=[C:8]2[N:13]([C:14]=1[C:15]1[CH:20]=[CH:19][C:18](=[O:21])[N:17]([CH3:22])[CH:16]=1)[CH:12]=[CH:11][C:10]([CH2:23][N:25]=[N+:26]=[N-:27])=[CH:9]2)=[O:5])[CH3:2], predict the reactants needed to synthesize it. The reactants are: [CH2:1]([O:3][C:4]([C:6]1[CH:7]=[C:8]2[N:13]([C:14]=1[C:15]1[CH:20]=[CH:19][C:18](=[O:21])[N:17]([CH3:22])[CH:16]=1)[CH:12]=[CH:11][C:10]([CH2:23]O)=[CH:9]2)=[O:5])[CH3:2].[N-:25]=[N+:26]=[N-:27].[Na+].P(Cl)(Cl)Cl. (4) The reactants are: [Br:1][C:2]1[C:3]([OH:15])=[C:4]([C:9](=[O:14])[CH2:10][CH:11]([CH3:13])[CH3:12])[CH:5]=[CH:6][C:7]=1[OH:8].[OH:16][C:17]1[CH:18]=[N:19][CH:20]=[CH:21][CH:22]=1. Given the product [Br:1][C:2]1[C:3]([OH:15])=[C:4]([C:9](=[O:14])[CH2:10][CH:11]([CH3:13])[CH3:12])[CH:5]=[CH:6][C:7]=1[O:8][CH2:3][CH2:2][CH2:7][CH2:6][O:16][C:17]1[CH:18]=[N:19][CH:20]=[CH:21][CH:22]=1, predict the reactants needed to synthesize it. (5) Given the product [C:1]([C:4]1[CH:5]=[CH:6][C:7]([N:10]=[N:11][C:12](=[C:16]2[C:25]3[C:20](=[CH:21][CH:22]=[CH:23][CH:24]=3)[CH2:19][C:18]([CH3:27])([CH3:26])[NH:17]2)[C:13]([NH:36][CH3:34])=[O:14])=[CH:8][CH:9]=1)(=[O:3])[CH3:2], predict the reactants needed to synthesize it. The reactants are: [C:1]([C:4]1[CH:9]=[CH:8][C:7]([N:10]=[N:11][C:12](=[C:16]2[C:25]3[C:20](=[CH:21][CH:22]=[CH:23][CH:24]=3)[CH2:19][C:18]([CH3:27])([CH3:26])[NH:17]2)[C:13](O)=[O:14])=[CH:6][CH:5]=1)(=[O:3])[CH3:2].CN.C1C=CC2N(O)N=[N:36][C:34]=2C=1.CN(C(ON1N=NC2C=CC=CC1=2)=[N+](C)C)C.F[P-](F)(F)(F)(F)F. (6) Given the product [C:20]([O:24][C:25]([N:27]1[CH2:32][CH2:31][CH:30]([O:19][C:16]2[CH:15]=[N:14][C:13]([Br:12])=[CH:18][N:17]=2)[CH2:29][CH2:28]1)=[O:26])([CH3:23])([CH3:21])[CH3:22], predict the reactants needed to synthesize it. The reactants are: C(=O)([O-])[O-].[Cs+].[Cs+].CN(C=O)C.[Br:12][C:13]1[CH:18]=[N:17][C:16]([OH:19])=[CH:15][N:14]=1.[C:20]([O:24][C:25]([N:27]1[CH2:32][CH2:31][CH:30](OS(C)(=O)=O)[CH2:29][CH2:28]1)=[O:26])([CH3:23])([CH3:22])[CH3:21].